From a dataset of TCR-epitope binding with 47,182 pairs between 192 epitopes and 23,139 TCRs. Binary Classification. Given a T-cell receptor sequence (or CDR3 region) and an epitope sequence, predict whether binding occurs between them. (1) The epitope is SLFNTVATLY. The TCR CDR3 sequence is CASRQRDRPNNEQFF. Result: 0 (the TCR does not bind to the epitope). (2) The epitope is ATDALMTGY. The TCR CDR3 sequence is CASSSWGQETQYF. Result: 0 (the TCR does not bind to the epitope).